From a dataset of Reaction yield outcomes from USPTO patents with 853,638 reactions. Predict the reaction yield, written as a fraction of the theoretical maximum amount of product (1.0 means a 100% yield; for example, 0.34 means a 34% yield). (1) The catalyst is O1CCOCC1. The yield is 0.980. The reactants are F[C:2]1[CH:7]=[CH:6][CH:5]=[CH:4][N:3]=1.[CH3:8][NH:9][CH2:10][CH2:11][NH:12][CH3:13].C(=O)([O-])[O-].[Na+].[Na+]. The product is [CH3:8][N:9]([C:2]1[CH:7]=[CH:6][CH:5]=[CH:4][N:3]=1)[CH2:10][CH2:11][NH:12][CH3:13]. (2) The yield is 0.636. The reactants are [C:1]([N:5]([C:26](=[O:35])[C:27]1[CH:32]=[C:31]([CH3:33])[CH:30]=[C:29]([CH3:34])[CH:28]=1)[NH:6][C:7](=[O:25])[C:8]1[CH:13]=[CH:12][C:11]([CH:14]=[O:15])=[C:10]([B:16]2[O:20]C(C)(C)C(C)(C)[O:17]2)[CH:9]=1)([CH3:4])([CH3:3])[CH3:2].I([O-])(=O)(=O)=O.[Na+].Cl. The catalyst is C1COCC1.O. The product is [C:1]([N:5]([C:26](=[O:35])[C:27]1[CH:28]=[C:29]([CH3:34])[CH:30]=[C:31]([CH3:33])[CH:32]=1)[NH:6][C:7]([C:8]1[CH:13]=[CH:12][C:11]([CH:14]=[O:15])=[C:10]([B:16]([OH:20])[OH:17])[CH:9]=1)=[O:25])([CH3:4])([CH3:3])[CH3:2]. (3) The reactants are [CH2:1]([O:8][C:9]1[CH:14]=[C:13]([O:15][CH2:16][C:17]2[CH:22]=[CH:21][CH:20]=[CH:19][CH:18]=2)[CH:12]=[C:11]([OH:23])[C:10]=1[C:24](=[O:26])[CH3:25])[C:2]1[CH:7]=[CH:6][CH:5]=[CH:4][CH:3]=1.C(=O)([O-])[O-].[K+].[K+].F[C:34]1[CH:39]=[CH:38][C:37]([N+:40]([O-:42])=[O:41])=[CH:36][CH:35]=1. The catalyst is CN(C=O)C.C(OCC)(=O)C. The product is [CH2:1]([O:8][C:9]1[CH:14]=[C:13]([O:15][CH2:16][C:17]2[CH:22]=[CH:21][CH:20]=[CH:19][CH:18]=2)[CH:12]=[C:11]([O:23][C:34]2[CH:39]=[CH:38][C:37]([N+:40]([O-:42])=[O:41])=[CH:36][CH:35]=2)[C:10]=1[C:24](=[O:26])[CH3:25])[C:2]1[CH:7]=[CH:6][CH:5]=[CH:4][CH:3]=1. The yield is 0.730. (4) The reactants are O1CCCC1.[O:6]([C:13]1[CH:14]=[C:15]([CH2:19][C:20](Cl)=[N:21][OH:22])[CH:16]=[CH:17][CH:18]=1)[C:7]1[CH:12]=[CH:11][CH:10]=[CH:9][CH:8]=1.[C:24]([C:26]1[C:27]([NH2:33])=[N:28][C:29]([NH2:32])=[CH:30][CH:31]=1)#[CH:25].C(N(CC)CC)C. The catalyst is O. The product is [O:6]([C:13]1[CH:14]=[C:15]([CH:16]=[CH:17][CH:18]=1)[CH2:19][C:20]1[CH:25]=[C:24]([C:26]2[C:27]([NH2:33])=[N:28][C:29]([NH2:32])=[CH:30][CH:31]=2)[O:22][N:21]=1)[C:7]1[CH:12]=[CH:11][CH:10]=[CH:9][CH:8]=1. The yield is 0.806. (5) The reactants are [H-].[Na+].[Cl:3][C:4]1[CH:30]=[CH:29][C:7]([C:8]([C:10]2[CH:11]=[CH:12][C:13]3[NH:19][C:18](=[O:20])[CH2:17][N:16]=[C:15]([C:21]4[CH:26]=[CH:25][CH:24]=[C:23]([Cl:27])[CH:22]=4)[C:14]=3[CH:28]=2)=[O:9])=[CH:6][CH:5]=1.I[CH3:32]. The catalyst is CN(C)C=O. The product is [Cl:3][C:4]1[CH:5]=[CH:6][C:7]([C:8]([C:10]2[CH:11]=[CH:12][C:13]3[N:19]([CH3:32])[C:18](=[O:20])[CH2:17][N:16]=[C:15]([C:21]4[CH:26]=[CH:25][CH:24]=[C:23]([Cl:27])[CH:22]=4)[C:14]=3[CH:28]=2)=[O:9])=[CH:29][CH:30]=1. The yield is 0.430. (6) The reactants are [CH2:1]([O:3][C:4]([C@@H:6]1[O:11][C:10]2[CH:12]=[CH:13][C:14]([CH2:16][CH2:17][NH:18][CH2:19][C@H:20]([OH:39])[CH2:21][O:22][C:23]3[CH:28]=[CH:27][C:26]([O:29]CC4C=CC=CC=4)=[CH:25][C:24]=3[O:37][CH3:38])=[CH:15][C:9]=2[O:8][CH2:7]1)=[O:5])[CH3:2]. The catalyst is C(O)C.[C].[Pd]. The product is [CH2:1]([O:3][C:4]([C@@H:6]1[O:11][C:10]2[CH:12]=[CH:13][C:14]([CH2:16][CH2:17][NH:18][CH2:19][C@H:20]([OH:39])[CH2:21][O:22][C:23]3[CH:28]=[CH:27][C:26]([OH:29])=[CH:25][C:24]=3[O:37][CH3:38])=[CH:15][C:9]=2[O:8][CH2:7]1)=[O:5])[CH3:2]. The yield is 0.640. (7) The reactants are [C:1]1([N:7]2[C:11]3=[N:12][CH:13]=[N:14][C:15]([NH:16]/[N:17]=[CH:18]/[C:19]4[CH:27]=[CH:26][C:22](C(O)=O)=[CH:21][CH:20]=4)=[C:10]3[CH:9]=[N:8]2)[CH:6]=[CH:5][CH:4]=[CH:3][CH:2]=1.[N:28]1([CH2:34][CH2:35]N)[CH2:33][CH2:32][NH:31][CH2:30][CH2:29]1.[CH2:37]([O:39]P(C#N)(=O)OCC)C.C(N(CC)CC)C.CN(C=[O:58])C. The catalyst is C(OCC)C.O. The product is [N:28]1([CH2:29][CH2:30][NH:31][C:37](=[O:39])[C:21]2[CH:22]=[CH:26][CH:27]=[C:19](/[CH:18]=[N:17]/[NH:16][C:15]3[N:14]=[CH:13][N:12]=[C:11]4[N:7]([C:1]5[CH:2]=[CH:3][CH:4]=[CH:5][CH:6]=5)[N:8]=[CH:9][C:10]=34)[CH:20]=2)[CH2:33][CH2:32][O:58][CH2:35][CH2:34]1. The yield is 0.660. (8) The reactants are [C:1]([C:4]1[CH:5]=[C:6]([CH:9]=[CH:10][CH:11]=1)[C:7]#[N:8])(=[O:3])[CH3:2].[CH2:12](O)[CH2:13][OH:14].CC1C=CC(S(O)(=O)=O)=CC=1. The catalyst is C([O-])(O)=O.[Na+]. The product is [CH3:2][C:1]1([C:4]2[CH:5]=[C:6]([CH:9]=[CH:10][CH:11]=2)[C:7]#[N:8])[O:14][CH2:13][CH2:12][O:3]1. The yield is 0.790. (9) The reactants are [CH3:1][C:2]1([CH3:10])[O:6][C@H:5]([CH2:7][CH2:8][OH:9])[CH2:4][O:3]1.O[N:12]1C(=O)C2C(=CC=CC=2)C1=O.C1(P(C2C=CC=CC=2)C2C=CC=CC=2)C=CC=CC=1.CC(OC(/N=N/C(OC(C)C)=O)=O)C.O.NN. The catalyst is C(Cl)Cl. The product is [CH3:1][C:2]1([CH3:10])[O:6][C@H:5]([CH2:7][CH2:8][O:9][NH2:12])[CH2:4][O:3]1. The yield is 0.430. (10) The reactants are Br[C:2]1[C:10]2[C:5](=[CH:6][CH:7]=[CH:8][CH:9]=2)[NH:4][N:3]=1.[CH3:11][O:12][C:13]1[CH:18]=[CH:17][C:16](B(O)O)=[CH:15][CH:14]=1. The catalyst is COCCOC.C(=O)([O-])[O-].[Na+].[Na+]. The product is [CH3:11][O:12][C:13]1[CH:18]=[CH:17][C:16]([C:2]2[C:10]3[C:5](=[CH:6][CH:7]=[CH:8][CH:9]=3)[NH:4][N:3]=2)=[CH:15][CH:14]=1. The yield is 0.0500.